From a dataset of Forward reaction prediction with 1.9M reactions from USPTO patents (1976-2016). Predict the product of the given reaction. (1) Given the reactants [N+:1]([C:4]1[CH:5]=[C:6]([CH:8]=[CH:9][CH:10]=1)[NH2:7])([O-:3])=[O:2].[Br:11]Br, predict the reaction product. The product is: [Br:11][C:8]1[CH:9]=[CH:10][C:4]([N+:1]([O-:3])=[O:2])=[CH:5][C:6]=1[NH2:7]. (2) Given the reactants [NH2:1][C:2]1[CH:7]=[CH:6][C:5]([SH:8])=[CH:4][CH:3]=1.Br[CH:10]([CH2:16][CH2:17][CH3:18])[C:11]([O:13][CH2:14][CH3:15])=[O:12], predict the reaction product. The product is: [NH2:1][C:2]1[CH:7]=[CH:6][C:5]([S:8][CH:10]([CH2:16][CH2:17][CH3:18])[C:11]([O:13][CH2:14][CH3:15])=[O:12])=[CH:4][CH:3]=1. (3) Given the reactants Cl[C:2]1[N:7]=[C:6]([Cl:8])[C:5]([C:9]([F:12])([F:11])[F:10])=[CH:4][N:3]=1.C[S-].[Na+].[CH3:16][S:17]C1N=C(SC)C(C(F)(F)F)=CN=1, predict the reaction product. The product is: [Cl:8][C:6]1[C:5]([C:9]([F:12])([F:11])[F:10])=[CH:4][N:3]=[C:2]([S:17][CH3:16])[N:7]=1. (4) Given the reactants C(OC1O[C@H](COC(=O)C2C=CC(Cl)=CC=2)[C@@H](OC(=O)C2C=CC(Cl)=CC=2)C1)(=O)C.C[Si](NC1N=C(O[Si](C)(C)C)N=CN=1)(C)C.[Si](OS(C(F)(F)F)(=O)=O)(C)(C)C.CN.[NH2:61][C:62]1[N:67]=[CH:66][N:65]([C@H:68]2[O:82][C@H:81]([CH2:83][O:84][C:85](=[O:93])[C:86]3[CH:91]=[CH:90][C:89]([Cl:92])=[CH:88][CH:87]=3)[C@@H:70]([O:71][C:72](=[O:80])[C:73]3[CH:78]=[CH:77][C:76]([Cl:79])=[CH:75][CH:74]=3)[CH2:69]2)[C:64](=[O:94])[N:63]=1, predict the reaction product. The product is: [NH2:61][C:62]1[N:67]=[CH:66][N:65]([C@@H:68]2[O:82][C@H:81]([CH2:83][O:84][C:85](=[O:93])[C:86]3[CH:91]=[CH:90][C:89]([Cl:92])=[CH:88][CH:87]=3)[C@@H:70]([O:71][C:72](=[O:80])[C:73]3[CH:78]=[CH:77][C:76]([Cl:79])=[CH:75][CH:74]=3)[CH2:69]2)[C:64](=[O:94])[N:63]=1. (5) Given the reactants Cl.[C:2]([NH:6][NH2:7])([CH3:5])([CH3:4])[CH3:3].[OH-].[Na+].O=[C:11]([C:15]1[CH:20]=[CH:19][CH:18]=[CH:17][CH:16]=1)[CH2:12][C:13]#[N:14], predict the reaction product. The product is: [C:2]([N:6]1[C:13]([NH2:14])=[CH:12][C:11]([C:15]2[CH:20]=[CH:19][CH:18]=[CH:17][CH:16]=2)=[N:7]1)([CH3:5])([CH3:4])[CH3:3]. (6) Given the reactants NC1C2C=CC=C(C([NH:14][C:15]3[C:24]([CH3:25])=[CH:23][CH:22]=[C:21]4[C:16]=3[CH:17]=[CH:18][N:19]=[C:20]4[NH:26][C:27]3[CH:32]=[CH:31][CH:30]=[C:29](C(F)(F)F)[CH:28]=3)=O)C=2C=CN=1.[Cl:37]C1C=CC(N)=CC=1, predict the reaction product. The product is: [Cl:37][C:30]1[CH:31]=[CH:32][C:27]([NH:26][C:20]2[C:21]3[CH:22]=[CH:23][C:24]([CH3:25])=[C:15]([NH2:14])[C:16]=3[CH:17]=[CH:18][N:19]=2)=[CH:28][CH:29]=1. (7) The product is: [F:1][C:2]1[CH:3]=[CH:4][C:5]2=[C:6]([CH:35]=1)[O:7][CH2:8][C:9]1[CH:19]=[C:18]([CH2:20][N:21]3[C:25]4[CH:26]=[CH:27][CH:28]=[C:29]([OH:30])[C:24]=4[N:23]=[C:22]3[CH2:32][OH:33])[CH:17]=[CH:16][C:10]=1/[C:11]/2=[C:12](/[CH3:15])\[C:13]#[N:14]. Given the reactants [F:1][C:2]1[CH:3]=[CH:4][C:5]2=[C:6]([CH:35]=1)[O:7][CH2:8][C:9]1[CH:19]=[C:18]([CH2:20][N:21]3[C:25]4[CH:26]=[CH:27][CH:28]=[C:29]([O:30]C)[C:24]=4[N:23]=[C:22]3[CH2:32][O:33]C)[CH:17]=[CH:16][C:10]=1/[C:11]/2=[C:12](/[CH3:15])\[C:13]#[N:14].B(Br)(Br)Br.[OH-].[Na+], predict the reaction product.